This data is from Forward reaction prediction with 1.9M reactions from USPTO patents (1976-2016). The task is: Predict the product of the given reaction. (1) Given the reactants C(N(CC)CC)C.[CH3:8][C@:9]12[C:15]([CH3:17])([CH3:16])[C@H:12]([CH2:13][CH2:14]1)[CH:11]([C:18](Cl)=[O:19])[C:10]2=O.C(O[C:27]([NH:29][N:30]([C:32]1[CH:37]=[CH:36][CH:35]=[CH:34][C:33]=1[O:38][CH2:39][CH3:40])C)=O)(C)(C)C.Cl.O1CCOCC1, predict the reaction product. The product is: [CH2:39]([O:38][C:33]1[CH:34]=[CH:35][CH:36]=[CH:37][C:32]=1[N:30]1[C:18](=[O:19])[C:11]2[C@@H:12]3[C:15]([CH3:17])([CH3:16])[C@@:9]([CH3:8])([CH2:14][CH2:13]3)[C:10]=2[N:29]1[CH3:27])[CH3:40]. (2) Given the reactants Br[C:2]1[CH:3]=[C:4]2[C:9](=[CH:10][CH:11]=1)[CH:8]=[C:7]([OH:12])[CH:6]=[CH:5]2.[C:13]1(OB(O)O)[CH:18]=[CH:17][CH:16]=[CH:15][CH:14]=1.C(=O)([O-])[O-].[Na+].[Na+].Cl, predict the reaction product. The product is: [C:13]1([C:2]2[CH:3]=[C:4]3[C:9](=[CH:10][CH:11]=2)[CH:8]=[C:7]([OH:12])[CH:6]=[CH:5]3)[CH:18]=[CH:17][CH:16]=[CH:15][CH:14]=1. (3) Given the reactants [CH3:1][O:2][C:3]1[CH:8]=[CH:7][CH:6]=[CH:5][C:4]=1[C:9]1[N:17]2[C:12]([CH:13]=[N:14][C:15](SC)=[N:16]2)=[CH:11][CH:10]=1.OO.[O-:22][S:23]([O-:26])(=S)=O.[Na+].[Na+].[CH3:29]O, predict the reaction product. The product is: [CH3:29][S:23]([C:15]1[N:14]=[CH:13][C:12]2=[CH:11][CH:10]=[C:9]([C:4]3[CH:5]=[CH:6][CH:7]=[CH:8][C:3]=3[O:2][CH3:1])[N:17]2[N:16]=1)(=[O:26])=[O:22]. (4) The product is: [Cl:1][C:2]1[CH:10]=[CH:9][CH:8]=[C:7]2[C:3]=1[C:4]1([CH2:15][O:14][C:13]3[CH:16]=[C:17]4[C:21](=[CH:22][C:12]1=3)[CH2:20][CH2:19][O:18]4)[C:5](=[O:11])[N:6]2[CH2:34][C@H:35]1[CH2:39][CH2:38][CH2:37][O:36]1. Given the reactants [Cl:1][C:2]1[CH:10]=[CH:9][CH:8]=[C:7]2[C:3]=1[C:4]1([CH2:15][O:14][C:13]3[CH:16]=[C:17]4[C:21](=[CH:22][C:12]1=3)[CH2:20][CH2:19][O:18]4)[C:5](=[O:11])[NH:6]2.CC1C=CC(S(O[CH2:34][C@H:35]2[CH2:39][CH2:38][CH2:37][O:36]2)(=O)=O)=CC=1.BrCC1CCCCO1, predict the reaction product. (5) Given the reactants [CH:1]1[N:5]([C@@H:6]2[O:10][C@H:9]([CH2:11]O)[C@@H:8]([OH:13])[C@H:7]2[OH:14])[C:4]([NH2:15])=[C:3]([C:16]([NH2:18])=[O:17])[N:2]=1.C1(P(C2C=CC=CC=2)C2C=CC=CC=2)C=CC=CC=1.C(Cl)(Cl)(Cl)[Cl:39].C1(P(=O)(C2C=CC=CC=2)C2C=CC=CC=2)C=CC=CC=1, predict the reaction product. The product is: [NH2:15][C:4]1[N:5]([C@@H:6]2[O:10][C@H:9]([CH2:11][Cl:39])[C@@H:8]([OH:13])[C@H:7]2[OH:14])[CH:1]=[N:2][C:3]=1[C:16]([NH2:18])=[O:17]. (6) The product is: [C:12]([O-:14])([OH:22])=[O:13].[Na+:24].[CH:2]1([C:7]2[NH:8][C:9]3[C:18]([O:19][CH3:20])=[CH:17][CH:16]=[C:11]([C:12]([O:14][CH3:15])=[O:13])[C:10]=3[N:21]=2)[CH2:6][CH2:5][CH2:4][CH2:3]1. Given the reactants Cl.[CH:2]1([C:7](=[NH:21])[NH:8][C:9]2[CH:10]=[C:11]([CH:16]=[CH:17][C:18]=2[O:19][CH3:20])[C:12]([O:14][CH3:15])=[O:13])[CH2:6][CH2:5][CH2:4][CH2:3]1.[O-:22]Cl.[Na+:24], predict the reaction product. (7) Given the reactants C(O[BH-](OC(=O)C)OC(=O)C)(=O)C.[Na+].[NH2:15][C:16]1[CH:17]=[CH:18][C:19]([F:40])=[C:20]([C@:22]2([CH3:39])[CH2:30][C:26]3([CH2:29][CH2:28][CH2:27]3)[O:25][C:24]([NH:31][C:32](=[O:38])[O:33][C:34]([CH3:37])([CH3:36])[CH3:35])=[N:23]2)[CH:21]=1.[F:41][C:42]1[CH:43]=[CH:44][C:45]([CH:48]=O)=[N:46][CH:47]=1, predict the reaction product. The product is: [F:40][C:19]1[CH:18]=[CH:17][C:16]([NH:15][CH2:48][C:45]2[CH:44]=[CH:43][C:42]([F:41])=[CH:47][N:46]=2)=[CH:21][C:20]=1[C@:22]1([CH3:39])[CH2:30][C:26]2([CH2:29][CH2:28][CH2:27]2)[O:25][C:24]([NH:31][C:32](=[O:38])[O:33][C:34]([CH3:35])([CH3:36])[CH3:37])=[N:23]1. (8) The product is: [CH3:26][C:2]([CH3:25])([CH3:1])[C:3]#[C:4][C:5]1[S:9][C:8]([C:10]([O:12][CH3:13])=[O:11])=[C:7]([N:14]([CH:15]([CH2:17][C:18](=[O:24])[N:19]2[CH2:20][CH2:21][CH2:22][CH2:23]2)[CH3:16])[C:34]([C@H:31]2[CH2:32][CH2:33][C@H:28]([CH3:27])[CH2:29][CH2:30]2)=[O:35])[CH:6]=1. Given the reactants [CH3:1][C:2]([CH3:26])([CH3:25])[C:3]#[C:4][C:5]1[S:9][C:8]([C:10]([O:12][CH3:13])=[O:11])=[C:7]([NH:14][CH:15]([CH2:17][C:18](=[O:24])[N:19]2[CH2:23][CH2:22][CH2:21][CH2:20]2)[CH3:16])[CH:6]=1.[CH3:27][C@H:28]1[CH2:33][CH2:32][C@H:31]([C:34](Cl)=[O:35])[CH2:30][CH2:29]1.N1C=CC=CC=1, predict the reaction product. (9) Given the reactants [F:1][CH:2]([F:27])[O:3][C:4]1[CH:9]=[CH:8][C:7]([C:10]2[O:11][CH:12]=[C:13]([CH2:15][NH:16][C:17](=[O:25])[C:18]3[C:23]([CH3:24])=[CH:22][CH:21]=[CH:20][N:19]=3)[N:14]=2)=[CH:6][C:5]=1[OH:26].[CH2:28](Br)[CH:29]([CH3:31])[CH3:30], predict the reaction product. The product is: [F:27][CH:2]([F:1])[O:3][C:4]1[CH:9]=[CH:8][C:7]([C:10]2[O:11][CH:12]=[C:13]([CH2:15][NH:16][C:17](=[O:25])[C:18]3[C:23]([CH3:24])=[CH:22][CH:21]=[CH:20][N:19]=3)[N:14]=2)=[CH:6][C:5]=1[O:26][CH2:28][CH:29]([CH3:31])[CH3:30].